This data is from Forward reaction prediction with 1.9M reactions from USPTO patents (1976-2016). The task is: Predict the product of the given reaction. (1) Given the reactants [CH3:1][N:2]([CH3:31])[C@H:3]1[CH2:8][CH2:7][C@H:6]([C:9]([NH:11][C:12]2[C:16]3[CH:17]=[CH:18][CH:19]=[CH:20][C:15]=3[O:14][C:13]=2[C:21]([NH:23][C:24]2[CH:29]=[CH:28][C:27]([Cl:30])=[CH:26][CH:25]=2)=[O:22])=[O:10])[CH2:5][CH2:4]1.[CH3:32][I:33], predict the reaction product. The product is: [I-:33].[Cl:30][C:27]1[CH:28]=[CH:29][C:24]([NH:23][C:21]([C:13]2[O:14][C:15]3[CH:20]=[CH:19][CH:18]=[CH:17][C:16]=3[C:12]=2[NH:11][C:9]([CH:6]2[CH2:7][CH2:8][CH:3]([N+:2]([CH3:32])([CH3:31])[CH3:1])[CH2:4][CH2:5]2)=[O:10])=[O:22])=[CH:25][CH:26]=1. (2) Given the reactants [CH:1]1([CH:25]2[CH2:30][CH2:29][CH2:28][CH2:27][CH2:26]2)[CH2:6][CH2:5][CH:4]([O:7][C:8]2[CH:9]=[C:10]3[C:15](=[CH:16][CH:17]=2)[CH:14]=[C:13]([C@:18]2([CH3:24])[CH2:22][O:21]C(=O)[NH:19]2)[CH:12]=[CH:11]3)[CH2:3][CH2:2]1.C(O)C.O.[OH-].[Li+].O, predict the reaction product. The product is: [NH2:19][C@@:18]([C:13]1[CH:12]=[CH:11][C:10]2[C:15](=[CH:16][CH:17]=[C:8]([O:7][CH:4]3[CH2:5][CH2:6][CH:1]([CH:25]4[CH2:30][CH2:29][CH2:28][CH2:27][CH2:26]4)[CH2:2][CH2:3]3)[CH:9]=2)[CH:14]=1)([CH3:24])[CH2:22][OH:21].